Dataset: Full USPTO retrosynthesis dataset with 1.9M reactions from patents (1976-2016). Task: Predict the reactants needed to synthesize the given product. (1) Given the product [CH2:19]([NH:23][C:24]1[C:25]2[C:32]([C:33]3[CH:38]=[CH:37][CH:36]=[CH:35][CH:34]=3)=[C:31]([C:39]3[CH:47]=[CH:46][C:42]([C:43]([N:9]4[CH2:10][CH2:11][N:6]([CH3:5])[CH2:7][CH2:8]4)=[O:44])=[CH:41][CH:40]=3)[O:30][C:26]=2[N:27]=[CH:28][N:29]=1)[CH:20]([CH3:22])[CH3:21], predict the reactants needed to synthesize it. The reactants are: C(Cl)CCl.[CH3:5][N:6]1[CH2:11][CH2:10][NH:9][CH2:8][CH2:7]1.CN1CCOCC1.[CH2:19]([NH:23][C:24]1[C:25]2[C:32]([C:33]3[CH:38]=[CH:37][CH:36]=[CH:35][CH:34]=3)=[C:31]([C:39]3[CH:47]=[CH:46][C:42]([C:43](O)=[O:44])=[CH:41][CH:40]=3)[O:30][C:26]=2[N:27]=[CH:28][N:29]=1)[CH:20]([CH3:22])[CH3:21]. (2) Given the product [C:12]([O:7][C:6]1[CH:8]=[C:2]([CH3:1])[C:3]([O:11][C:28](=[O:30])[CH3:29])=[C:4]([CH3:10])[C:5]=1[CH3:9])(=[O:14])[CH3:13], predict the reactants needed to synthesize it. The reactants are: [CH3:1][C:2]1[C:3]([OH:11])=[C:4]([CH3:10])[C:5]([CH3:9])=[C:6]([CH:8]=1)[OH:7].[C:12](OC(=O)C)(=[O:14])[CH3:13].C(N(C(C)C)CC)(C)C.[C:28](OCC)(=[O:30])[CH3:29]. (3) Given the product [CH2:9]([C:16]1[N:17]=[N:18][N:19]([C:21]2[CH:22]=[CH:23][C:24]([NH:25][C:6]3[CH2:5][CH2:4][C:3](=[O:8])[C:2]=3[CH3:1])=[CH:26][CH:27]=2)[CH:20]=1)[C:10]1[CH:15]=[CH:14][CH:13]=[CH:12][CH:11]=1, predict the reactants needed to synthesize it. The reactants are: [CH3:1][CH:2]1[C:6](=O)[CH2:5][CH2:4][C:3]1=[O:8].[CH2:9]([C:16]1[N:17]=[N:18][N:19]([C:21]2[CH:27]=[CH:26][C:24]([NH2:25])=[CH:23][CH:22]=2)[CH:20]=1)[C:10]1[CH:15]=[CH:14][CH:13]=[CH:12][CH:11]=1.C(O)(=O)C. (4) Given the product [Cl:8][C:5]1[N:4]=[C:3]([Cl:9])[C:2]([NH:1][C:20](=[O:21])[CH:19]=[CH2:18])=[CH:7][N:6]=1, predict the reactants needed to synthesize it. The reactants are: [NH2:1][C:2]1[C:3]([Cl:9])=[N:4][C:5]([Cl:8])=[N:6][CH:7]=1.C(N(CC)CC)C.Cl[CH2:18][CH2:19][C:20](Cl)=[O:21]. (5) The reactants are: Cl[C:2]1[N:7]=[C:6]([Cl:8])[N:5]=[CH:4][N:3]=1.[CH3:9][CH:10]([S:12]([C:15]1[CH:21]=[CH:20][CH:19]=[CH:18][C:16]=1[NH2:17])(=[O:14])=[O:13])[CH3:11].C(N(CC)C(C)C)(C)C.C(=O)([O-])O.[Na+]. Given the product [Cl:8][C:6]1[N:5]=[CH:4][N:3]=[C:2]([NH:17][C:16]2[CH:18]=[CH:19][CH:20]=[CH:21][C:15]=2[S:12]([CH:10]([CH3:11])[CH3:9])(=[O:14])=[O:13])[N:7]=1, predict the reactants needed to synthesize it. (6) Given the product [CH2:18]([N:13]1[CH2:14][N:15]([CH3:17])[CH2:16][N:11]([C:8]2[S:9][C:10]3[C:2]([CH:85]=[O:86])=[CH:3][C:4]([C:21]4[CH:22]=[N:23][C:24]([N:27]5[CH2:32][CH2:31][C:30]([CH3:38])([C:33]([O:35][CH2:36][CH3:37])=[O:34])[CH2:29][CH2:28]5)=[N:25][CH:26]=4)=[CH:5][C:6]=3[N:7]=2)[C:12]1=[O:20])[CH3:19], predict the reactants needed to synthesize it. The reactants are: Br[C:2]1[C:10]2[S:9][C:8]([N:11]3[CH2:16][N:15]([CH3:17])[CH2:14][N:13]([CH2:18][CH3:19])[C:12]3=[O:20])=[N:7][C:6]=2[CH:5]=[C:4]([C:21]2[CH:22]=[N:23][C:24]([N:27]3[CH2:32][CH2:31][C:30]([CH3:38])([C:33]([O:35][CH2:36][CH3:37])=[O:34])[CH2:29][CH2:28]3)=[N:25][CH:26]=2)[CH:3]=1.C(N(CC)CC)C.C1(P(C2C=CC=CC=2)CCCP(C2C=CC=CC=2)C2C=CC=CC=2)C=CC=CC=1.C([SiH](CC)CC)C.CN([CH:85]=[O:86])C. (7) Given the product [C:25]1([CH:21]([C:7]2[C:11]([CH3:12])=[CH:10][CH2:9][C:8]=2[CH3:15])[CH2:22][CH2:23][CH3:24])[CH:26]=[CH:27][CH2:28][CH:29]=1, predict the reactants needed to synthesize it. The reactants are: C(OCC)C.Br[C:7]1[C:11](OC)([CH3:12])[CH2:10][CH2:9][C:8]=1[CH3:15].C([Li])CCC.[CH:21](=[C:25]1[CH:29]=[CH:28][CH:27]=[CH:26]1)[CH2:22][CH2:23][CH3:24].